Dataset: Peptide-MHC class I binding affinity with 185,985 pairs from IEDB/IMGT. Task: Regression. Given a peptide amino acid sequence and an MHC pseudo amino acid sequence, predict their binding affinity value. This is MHC class I binding data. (1) The peptide sequence is SHLENMKSL. The MHC is H-2-Kb with pseudo-sequence H-2-Kb. The binding affinity (normalized) is 0.177. (2) The peptide sequence is RLRAEAQVK. The MHC is HLA-A68:01 with pseudo-sequence HLA-A68:01. The binding affinity (normalized) is 0. (3) The peptide sequence is CADGTRHTY. The MHC is HLA-A30:02 with pseudo-sequence HLA-A30:02. The binding affinity (normalized) is 0.660. (4) The peptide sequence is DTIESAKTKI. The MHC is HLA-A02:03 with pseudo-sequence HLA-A02:03. The binding affinity (normalized) is 0. (5) The peptide sequence is TGIAIIAYI. The MHC is HLA-B27:05 with pseudo-sequence HLA-B27:05. The binding affinity (normalized) is 0.213. (6) The peptide sequence is VYINHPFIY. The MHC is HLA-A30:01 with pseudo-sequence HLA-A30:01. The binding affinity (normalized) is 0.0655. (7) The peptide sequence is TILGIGTVL. The MHC is HLA-A03:01 with pseudo-sequence HLA-A03:01. The binding affinity (normalized) is 0.217. (8) The peptide sequence is RQVLFLEKI. The MHC is Mamu-B01 with pseudo-sequence Mamu-B01. The binding affinity (normalized) is 0. (9) The peptide sequence is CELYHYQECV. The MHC is HLA-B44:02 with pseudo-sequence HLA-B44:02. The binding affinity (normalized) is 0.171. (10) The MHC is HLA-A25:01 with pseudo-sequence HLA-A25:01. The binding affinity (normalized) is 0.0847. The peptide sequence is YLEGTRTLL.